This data is from Forward reaction prediction with 1.9M reactions from USPTO patents (1976-2016). The task is: Predict the product of the given reaction. (1) Given the reactants [F:1][C:2]1[CH:7]=[CH:6][CH:5]=[CH:4][C:3]=1[N:8]1[C:12]2=[N:13][C:14]([O:18][CH2:19][C:20]3[N:21]([CH3:25])[N:22]=[CH:23][N:24]=3)=[C:15](Br)[CH:16]=[C:11]2[N:10]=[N:9]1.C([Sn](CCCC)(CCCC)[C:31]1[O:32][CH:33]=[CH:34][CH:35]=1)CCC, predict the reaction product. The product is: [F:1][C:2]1[CH:7]=[CH:6][CH:5]=[CH:4][C:3]=1[N:8]1[C:12]2=[N:13][C:14]([O:18][CH2:19][C:20]3[N:21]([CH3:25])[N:22]=[CH:23][N:24]=3)=[C:15]([C:31]3[O:32][CH:33]=[CH:34][CH:35]=3)[CH:16]=[C:11]2[N:10]=[N:9]1. (2) Given the reactants [CH2:1]([N:4]1[C:12]2[CH:11]=[CH:10][C:9]([C:13]([N:15]3[CH2:20][CH2:19][CH:18]([CH3:21])[CH2:17][CH2:16]3)=[O:14])=[CH:8][C:7]=2[C:6]2[CH2:22][NH:23][CH2:24][CH2:25][C:5]1=2)[CH:2]=[CH2:3].[CH:26]([N:29]=[C:30]=[O:31])([CH3:28])[CH3:27], predict the reaction product. The product is: [CH2:1]([N:4]1[C:12]2[CH:11]=[CH:10][C:9]([C:13]([N:15]3[CH2:20][CH2:19][CH:18]([CH3:21])[CH2:17][CH2:16]3)=[O:14])=[CH:8][C:7]=2[CH:6]2[CH2:22][N:23]([C:30]([NH:29][CH:26]([CH3:28])[CH3:27])=[O:31])[CH2:24][CH2:25][CH:5]12)[CH:2]=[CH2:3]. (3) Given the reactants Cl[C:2]1[C:7]2[CH:8]=[C:9]([C:11]3[CH:16]=[CH:15][C:14]([C:17]([CH3:20])([CH3:19])[CH3:18])=[CH:13][CH:12]=3)[S:10][C:6]=2[C:5]([C:21]#[N:22])=[CH:4][N:3]=1.[CH:23]1([NH2:29])[CH2:28][CH2:27][CH2:26][CH2:25][CH2:24]1.C(=O)([O-])[O-].[K+].[K+], predict the reaction product. The product is: [CH:23]1([NH:29][C:2]2[C:7]3[CH:8]=[C:9]([C:11]4[CH:16]=[CH:15][C:14]([C:17]([CH3:18])([CH3:20])[CH3:19])=[CH:13][CH:12]=4)[S:10][C:6]=3[C:5]([C:21]#[N:22])=[CH:4][N:3]=2)[CH2:28][CH2:27][CH2:26][CH2:25][CH2:24]1.